Dataset: Forward reaction prediction with 1.9M reactions from USPTO patents (1976-2016). Task: Predict the product of the given reaction. (1) Given the reactants [CH3:1][C:2]1([CH3:22])[C:10]2[C:5](=[N:6][CH:7]=[C:8]([C:11]3[CH:16]=[CH:15][C:14]([C:17]([F:20])([F:19])[F:18])=[CH:13][CH:12]=3)[CH:9]=2)[NH:4][C:3]1=O.[H-].[Al+3].[Li+].[H-].[H-].[H-].O.[O-]S([O-])(=O)=O.[Mg+2], predict the reaction product. The product is: [CH3:1][C:2]1([CH3:22])[C:10]2[C:5](=[N:6][CH:7]=[C:8]([C:11]3[CH:16]=[CH:15][C:14]([C:17]([F:20])([F:18])[F:19])=[CH:13][CH:12]=3)[CH:9]=2)[NH:4][CH2:3]1. (2) Given the reactants [F:1][C:2]1[CH:7]=[CH:6][C:5]([C:8]2[CH:9]=[C:10]([O:15]C)[C:11](=[O:14])[NH:12][N:13]=2)=[CH:4][CH:3]=1.C(Cl)Cl.B(Br)(Br)Br, predict the reaction product. The product is: [F:1][C:2]1[CH:3]=[CH:4][C:5]([C:8]2[CH:9]=[C:10]([OH:15])[C:11](=[O:14])[NH:12][N:13]=2)=[CH:6][CH:7]=1. (3) Given the reactants [C:1](N1C=CN=C1)(N1C=CN=C1)=[O:2].[Cl-].[CH3:14][O:15][NH3+:16].C(N(CC)CC)C.[NH2:24][C:25]1[CH:26]=[C:27]([CH:44]=[CH:45][C:46]=1[F:47])[O:28][C:29]1[CH:30]=[CH:31][C:32]2[N:33]([CH:35]=[C:36]([NH:38][C:39]([CH:41]3[CH2:43][CH2:42]3)=[O:40])[N:37]=2)[N:34]=1.C(=O)([O-])O.[Na+], predict the reaction product. The product is: [F:47][C:46]1[CH:45]=[CH:44][C:27]([O:28][C:29]2[CH:30]=[CH:31][C:32]3[N:33]([CH:35]=[C:36]([NH:38][C:39]([CH:41]4[CH2:43][CH2:42]4)=[O:40])[N:37]=3)[N:34]=2)=[CH:26][C:25]=1[NH:24][C:1]([NH:16][O:15][CH3:14])=[O:2]. (4) Given the reactants [Cl:1][C:2]1[CH:9]=[C:8]([N:10]2[CH2:15][CH2:14][N:13]([CH2:16][CH3:17])[CH2:12][CH2:11]2)[CH:7]=[CH:6][C:3]=1[CH:4]=[O:5].[BH4-].[Na+], predict the reaction product. The product is: [Cl:1][C:2]1[CH:9]=[C:8]([N:10]2[CH2:11][CH2:12][N:13]([CH2:16][CH3:17])[CH2:14][CH2:15]2)[CH:7]=[CH:6][C:3]=1[CH2:4][OH:5]. (5) Given the reactants C[O:2][C:3](=[O:26])[C:4]1[CH:9]=[CH:8][C:7]([CH:10]([CH3:24])[C:11]([C:17]2[CH:22]=[CH:21][N:20]=[C:19]([Cl:23])[CH:18]=2)([OH:16])[C:12]([F:15])([F:14])[F:13])=[C:6]([Cl:25])[CH:5]=1.[Li+].[OH-], predict the reaction product. The product is: [Cl:25][C:6]1[CH:5]=[C:4]([CH:9]=[CH:8][C:7]=1[CH:10]([CH3:24])[C:11]([C:17]1[CH:22]=[CH:21][N:20]=[C:19]([Cl:23])[CH:18]=1)([OH:16])[C:12]([F:15])([F:14])[F:13])[C:3]([OH:26])=[O:2]. (6) Given the reactants C(N(CC)CC)C.[OH:8][N:9]=[C:10](Cl)[C:11]1[CH:12]=[N:13][CH:14]=[CH:15][CH:16]=1.[C:18]([O:22][CH3:23])(=[O:21])[CH:19]=[CH2:20], predict the reaction product. The product is: [N:13]1[CH:14]=[CH:15][CH:16]=[C:11]([C:10]2[CH2:20][CH:19]([C:18]([O:22][CH3:23])=[O:21])[O:8][N:9]=2)[CH:12]=1. (7) Given the reactants [NH2:1][C:2]1[CH:17]=[CH:16][C:5]([C:6]([O:8][CH2:9][C:10]2[CH:15]=[CH:14][CH:13]=[CH:12][CH:11]=2)=[O:7])=[CH:4][CH:3]=1.N1C=CC=CC=1.Cl[CH2:25][CH2:26][S:27](Cl)(=[O:29])=[O:28], predict the reaction product. The product is: [CH:26]([S:27]([NH:1][C:2]1[CH:17]=[CH:16][C:5]([C:6]([O:8][CH2:9][C:10]2[CH:15]=[CH:14][CH:13]=[CH:12][CH:11]=2)=[O:7])=[CH:4][CH:3]=1)(=[O:29])=[O:28])=[CH2:25]. (8) Given the reactants [CH2:1]1[C@@H:4]([C:5]([OH:7])=[O:6])[NH:3][CH2:2]1.C([O-])([O-])=O.[Na+].[Na+].[Cl:14][C:15]1[CH:16]=[C:17]([S:22](Cl)(=[O:24])=[O:23])[CH:18]=[C:19]([Cl:21])[CH:20]=1, predict the reaction product. The product is: [Cl:21][C:19]1[CH:18]=[C:17]([S:22]([N:3]2[CH2:2][CH2:1][CH:4]2[C:5]([OH:7])=[O:6])(=[O:23])=[O:24])[CH:16]=[C:15]([Cl:14])[CH:20]=1. (9) Given the reactants [N:1]1[C:10]2[C:5](=[CH:6][CH:7]=[CH:8][CH:9]=2)[CH:4]=[C:3]([C:11]2[CH2:16][CH2:15][N:14](C(OC(C)(C)C)=O)[CH2:13][CH:12]=2)[CH:2]=1.[H][H], predict the reaction product. The product is: [NH:14]1[CH2:15][CH2:16][CH:11]([C:3]2[CH:2]=[N:1][C:10]3[C:5]([CH:4]=2)=[CH:6][CH:7]=[CH:8][CH:9]=3)[CH2:12][CH2:13]1.